This data is from Full USPTO retrosynthesis dataset with 1.9M reactions from patents (1976-2016). The task is: Predict the reactants needed to synthesize the given product. (1) Given the product [NH2:19][CH2:20][C:21]1[CH:22]=[CH:23][C:24]([CH2:27][C@H:28]([NH:32][C:33]([NH:64][C:61]2[CH:60]=[CH:59][C:58]([O:57][CH2:50][C:51]3[CH:52]=[CH:53][CH:54]=[CH:55][CH:56]=3)=[CH:63][CH:62]=2)=[O:35])[C:29]([NH:11][C:8]2[CH:7]=[CH:6][C:5]([C:1]([CH3:4])([CH3:2])[CH3:3])=[CH:10][CH:9]=2)=[O:31])=[CH:25][CH:26]=1, predict the reactants needed to synthesize it. The reactants are: [C:1]([C:5]1[CH:10]=[CH:9][C:8]([NH2:11])=[CH:7][CH:6]=1)([CH3:4])([CH3:3])[CH3:2].C(OC([NH:19][CH2:20][C:21]1[CH:26]=[CH:25][C:24]([CH2:27][C@H:28]([NH:32][C:33]([O:35]CC2C3C=CC=CC=3C3C2=CC=CC=3)=O)[C:29]([OH:31])=O)=[CH:23][CH:22]=1)=O)(C)(C)C.[CH2:50]([O:57][C:58]1[CH:63]=[CH:62][C:61]([N:64]=C=O)=[CH:60][CH:59]=1)[C:51]1[CH:56]=[CH:55][CH:54]=[CH:53][CH:52]=1. (2) Given the product [Cl:1][C:2]1[CH:7]=[CH:6][C:5]([C:8](=[O:14])[CH2:9][CH2:10][C:11]([OH:13])=[O:12])=[CH:4][C:3]=1[S:15](=[O:17])(=[O:16])[NH:23][CH2:22][C:21]1[CH:24]=[CH:25][C:26]([Cl:28])=[CH:27][C:20]=1[Cl:19], predict the reactants needed to synthesize it. The reactants are: [Cl:1][C:2]1[CH:7]=[CH:6][C:5]([C:8](=[O:14])[CH2:9][CH2:10][C:11]([OH:13])=[O:12])=[CH:4][C:3]=1[S:15](Cl)(=[O:17])=[O:16].[Cl:19][C:20]1[CH:27]=[C:26]([Cl:28])[CH:25]=[CH:24][C:21]=1[CH2:22][NH2:23].CO.Cl. (3) The reactants are: [NH2:1][C:2]1[N:6]([CH2:7][C@H:8]2[CH2:12][CH2:11][CH2:10][N:9]2[C:13]([O:15][C:16]([CH3:19])([CH3:18])[CH3:17])=[O:14])[C:5]2[CH:20]=[CH:21][CH:22]=[CH:23][C:4]=2[N:3]=1.[Br:24][C:25]1[S:29][C:28]([C:30](O)=[O:31])=[CH:27][CH:26]=1.C1CN([P+](ON2N=NC3C=CC=CC2=3)(N2CCCC2)N2CCCC2)CC1.F[P-](F)(F)(F)(F)F. Given the product [Br:24][C:25]1[S:29][C:28]([C:30]([NH:1][C:2]2[N:6]([CH2:7][C@H:8]3[CH2:12][CH2:11][CH2:10][N:9]3[C:13]([O:15][C:16]([CH3:19])([CH3:18])[CH3:17])=[O:14])[C:5]3[CH:20]=[CH:21][CH:22]=[CH:23][C:4]=3[N:3]=2)=[O:31])=[CH:27][CH:26]=1, predict the reactants needed to synthesize it. (4) The reactants are: [N:1]1[CH:2]=[N:3][N:4]2[CH:9]=[C:8]([C:10]3[N:11]=[C:12]([CH2:22][NH:23][C:24]4[CH:29]=[CH:28][CH:27]=[C:26]([CH:30]=[CH2:31])[CH:25]=4)[NH:13][C:14]=3[C:15]3[CH:20]=[CH:19][CH:18]=[C:17]([CH3:21])[N:16]=3)[CH:7]=[CH:6][C:5]=12.[ClH:32].CCOCC. Given the product [ClH:32].[N:1]1[CH:2]=[N:3][N:4]2[CH:9]=[C:8]([C:10]3[N:11]=[C:12]([CH2:22][NH:23][C:24]4[CH:29]=[CH:28][CH:27]=[C:26]([CH:30]=[CH2:31])[CH:25]=4)[NH:13][C:14]=3[C:15]3[CH:20]=[CH:19][CH:18]=[C:17]([CH3:21])[N:16]=3)[CH:7]=[CH:6][C:5]=12, predict the reactants needed to synthesize it. (5) Given the product [O:13]=[C:14]1[NH:10][C:6]2[CH:7]=[CH:8][CH:9]=[C:4]([C:3]([OH:2])=[O:12])[C:5]=2[O:11][CH2:15]1, predict the reactants needed to synthesize it. The reactants are: C[O:2][C:3](=[O:12])[C:4]1[CH:9]=[CH:8][CH:7]=[C:6]([NH2:10])[C:5]=1[OH:11].[O:13]1CC[CH2:15][CH2:14]1. (6) Given the product [CH:12]1([NH:15][CH2:7][C:6]2[CH:9]=[C:2]([F:1])[CH:3]=[CH:4][C:5]=2[O:10][CH3:11])[CH2:14][CH2:13]1, predict the reactants needed to synthesize it. The reactants are: [F:1][C:2]1[CH:3]=[CH:4][C:5]([O:10][CH3:11])=[C:6]([CH:9]=1)[CH:7]=O.[CH:12]1([NH2:15])[CH2:14][CH2:13]1.